Dataset: Catalyst prediction with 721,799 reactions and 888 catalyst types from USPTO. Task: Predict which catalyst facilitates the given reaction. (1) Reactant: [CH3:1][O:2][C:3]([C:5]1[C:10]([Cl:11])=[CH:9][C:8](Br)=[CH:7][N:6]=1)=[O:4].C([Sn](CCCC)(CCCC)[C:18]([O:20][CH2:21][CH3:22])=[CH2:19])CCC. Product: [CH3:1][O:2][C:3]([C:5]1[C:10]([Cl:11])=[CH:9][C:8]([C:18]([O:20][CH2:21][CH3:22])=[CH2:19])=[CH:7][N:6]=1)=[O:4]. The catalyst class is: 77. (2) Reactant: [Cl:1][C:2]1[S:6][C:5]([S:7]([N:10]2[CH:15]3[CH2:16][CH2:17][CH2:18][CH:11]2[C:12](=[CH:20]O)[C:13](=O)[CH2:14]3)(=[O:9])=[O:8])=[CH:4][CH:3]=1.O.[NH2:23][NH2:24]. Product: [Cl:1][C:2]1[S:6][C:5]([S:7]([N:10]2[CH:15]3[CH2:16][CH2:17][CH2:18][CH:11]2[C:12]2[CH:20]=[N:23][NH:24][C:13]=2[CH2:14]3)(=[O:9])=[O:8])=[CH:4][CH:3]=1. The catalyst class is: 15. (3) Reactant: F[C:2]1[CH:9]=[CH:8][C:5]([CH:6]=[O:7])=[CH:4][CH:3]=1.[CH3:10][N:11]([CH2:18][CH2:19][OH:20])[C:12]1[N:17]=[CH:16][CH:15]=[CH:14][N:13]=1.C(=O)([O-])[O-].[K+].[K+].O. Product: [CH3:10][N:11]([CH2:18][CH2:19][O:20][C:2]1[CH:9]=[CH:8][C:5]([CH:6]=[O:7])=[CH:4][CH:3]=1)[C:12]1[N:13]=[CH:14][CH:15]=[CH:16][N:17]=1. The catalyst class is: 16. (4) The catalyst class is: 26. Reactant: COCCN(S(F)(F)[F:11])CCOC.[F:14][C:15]1[C:20]([F:21])=[CH:19][CH:18]=[CH:17][C:16]=1[CH:22]1[CH2:32][CH2:31][CH:30]([O:33][Si:34]([CH:41]([CH3:43])[CH3:42])([CH:38]([CH3:40])[CH3:39])[CH:35]([CH3:37])[CH3:36])[C:25]2=[N:26][CH:27]=[CH:28][CH:29]=[C:24]2[CH:23]1O.C(N(CC)CC)C. Product: [F:14][C:15]1[C:20]([F:21])=[CH:19][CH:18]=[CH:17][C:16]=1[CH:22]1[CH2:32][CH2:31][CH:30]([O:33][Si:34]([CH:41]([CH3:43])[CH3:42])([CH:38]([CH3:40])[CH3:39])[CH:35]([CH3:37])[CH3:36])[C:25]2=[N:26][CH:27]=[CH:28][CH:29]=[C:24]2[CH:23]1[F:11]. (5) Reactant: [O:1]=[S:2]1(=[O:32])[C:6]2[CH:7]=[CH:8][CH:9]=[CH:10][C:5]=2[C:4]([S:11][CH:12]([CH2:17][C:18]2[CH:23]=[CH:22][C:21]([O:24][CH2:25][C:26]3[CH:31]=[CH:30][CH:29]=[CH:28][CH:27]=3)=[CH:20][CH:19]=2)[C:13]([O:15]C)=[O:14])=[N:3]1.[OH-].[K+].Cl.O. Product: [O:32]=[S:2]1(=[O:1])[C:6]2[CH:7]=[CH:8][CH:9]=[CH:10][C:5]=2[C:4]([S:11][CH:12]([CH2:17][C:18]2[CH:23]=[CH:22][C:21]([O:24][CH2:25][C:26]3[CH:27]=[CH:28][CH:29]=[CH:30][CH:31]=3)=[CH:20][CH:19]=2)[C:13]([OH:15])=[O:14])=[N:3]1. The catalyst class is: 24. (6) The catalyst class is: 15. Product: [I:1][C:2]1[CH:3]=[C:4]2[C:8](=[CH:9][CH:10]=1)[NH:7][C:6](=[O:11])[C:5]2=[N:14][NH:13][C:15]([C:17]1[CH:18]=[CH:19][C:20]([NH:23][C:24]([C:26]2[O:27][CH:28]=[CH:29][CH:30]=2)=[O:25])=[CH:21][CH:22]=1)=[O:16]. Reactant: [I:1][C:2]1[CH:3]=[C:4]2[C:8](=[CH:9][CH:10]=1)[NH:7][C:6](=[O:11])[C:5]2=O.[NH:13]([C:15]([C:17]1[CH:22]=[CH:21][C:20]([NH:23][C:24]([C:26]2[O:27][CH:28]=[CH:29][CH:30]=2)=[O:25])=[CH:19][CH:18]=1)=[O:16])[NH2:14]. (7) Reactant: [NH:1]1[CH:5]=[CH:4][C:3]([C:6]([O:8][CH3:9])=[O:7])=[N:2]1.C(=NO)C1C(=CC=CC=1)O.C([O-])([O-])=O.[Cs+].[Cs+].[CH3:26][N:27]1[CH:31]=[C:30](I)[CH:29]=[N:28]1. Product: [CH3:26][N:27]1[CH:31]=[C:30]([N:1]2[CH:5]=[CH:4][C:3]([C:6]([O:8][CH3:9])=[O:7])=[N:2]2)[CH:29]=[N:28]1. The catalyst class is: 3.